This data is from Merck oncology drug combination screen with 23,052 pairs across 39 cell lines. The task is: Regression. Given two drug SMILES strings and cell line genomic features, predict the synergy score measuring deviation from expected non-interaction effect. (1) Drug 1: CN(C)C(=N)N=C(N)N. Drug 2: CCc1cnn2c(NCc3ccc[n+]([O-])c3)cc(N3CCCCC3CCO)nc12. Cell line: UWB1289. Synergy scores: synergy=-0.644. (2) Drug 1: O=C(CCCCCCC(=O)Nc1ccccc1)NO. Drug 2: CCc1cnn2c(NCc3ccc[n+]([O-])c3)cc(N3CCCCC3CCO)nc12. Cell line: A375. Synergy scores: synergy=-30.0. (3) Drug 1: CC1(c2nc3c(C(N)=O)cccc3[nH]2)CCCN1. Drug 2: COC1=C2CC(C)CC(OC)C(O)C(C)C=C(C)C(OC(N)=O)C(OC)C=CC=C(C)C(=O)NC(=CC1=O)C2=O. Cell line: LNCAP. Synergy scores: synergy=26.1. (4) Drug 1: CN(C)C(=N)N=C(N)N. Drug 2: CS(=O)(=O)CCNCc1ccc(-c2ccc3ncnc(Nc4ccc(OCc5cccc(F)c5)c(Cl)c4)c3c2)o1. Cell line: VCAP. Synergy scores: synergy=-4.99. (5) Drug 1: N.N.O=C(O)C1(C(=O)O)CCC1.[Pt]. Drug 2: CC1(c2nc3c(C(N)=O)cccc3[nH]2)CCCN1. Cell line: NCIH2122. Synergy scores: synergy=6.42. (6) Drug 1: C=CCn1c(=O)c2cnc(Nc3ccc(N4CCN(C)CC4)cc3)nc2n1-c1cccc(C(C)(C)O)n1. Drug 2: CS(=O)(=O)CCNCc1ccc(-c2ccc3ncnc(Nc4ccc(OCc5cccc(F)c5)c(Cl)c4)c3c2)o1. Cell line: OV90. Synergy scores: synergy=-6.40. (7) Cell line: SKOV3. Drug 2: CC1(c2nc3c(C(N)=O)cccc3[nH]2)CCCN1. Synergy scores: synergy=12.6. Drug 1: C=CCn1c(=O)c2cnc(Nc3ccc(N4CCN(C)CC4)cc3)nc2n1-c1cccc(C(C)(C)O)n1.